This data is from Reaction yield outcomes from USPTO patents with 853,638 reactions. The task is: Predict the reaction yield, written as a fraction of the theoretical maximum amount of product (1.0 means a 100% yield; for example, 0.34 means a 34% yield). (1) The reactants are Br[C:2]1[O:6][C:5]([CH3:7])=[C:4]([CH:8]=[O:9])[CH:3]=1.[OH:10][C:11]1[CH:16]=[CH:15][C:14](B(O)O)=[CH:13][CH:12]=1.C(=O)([O-])[O-].[Na+].[Na+].COCCOC. The catalyst is C1C=CC([P]([Pd]([P](C2C=CC=CC=2)(C2C=CC=CC=2)C2C=CC=CC=2)([P](C2C=CC=CC=2)(C2C=CC=CC=2)C2C=CC=CC=2)[P](C2C=CC=CC=2)(C2C=CC=CC=2)C2C=CC=CC=2)(C2C=CC=CC=2)C2C=CC=CC=2)=CC=1.O. The product is [OH:10][C:11]1[CH:16]=[CH:15][C:14]([C:2]2[O:6][C:5]([CH3:7])=[C:4]([CH:8]=[O:9])[CH:3]=2)=[CH:13][CH:12]=1. The yield is 0.350. (2) The reactants are F[C:2]1[CH:11]=[C:10]([F:12])[CH:9]=[C:8]2[C:3]=1[CH:4]=[CH:5][C:6]([CH3:13])=[N:7]2.[NH:14]1[CH2:19][CH2:18][NH:17][CH2:16][CH2:15]1. The catalyst is CS(C)=O. The product is [F:12][C:10]1[CH:9]=[C:8]2[C:3]([CH:4]=[CH:5][C:6]([CH3:13])=[N:7]2)=[C:2]([N:14]2[CH2:19][CH2:18][NH:17][CH2:16][CH2:15]2)[CH:11]=1. The yield is 0.300.